Task: Regression. Given a peptide amino acid sequence and an MHC pseudo amino acid sequence, predict their binding affinity value. This is MHC class I binding data.. Dataset: Peptide-MHC class I binding affinity with 185,985 pairs from IEDB/IMGT The peptide sequence is KQWGWFALL. The MHC is HLA-A26:02 with pseudo-sequence HLA-A26:02. The binding affinity (normalized) is 0.0847.